Dataset: Catalyst prediction with 721,799 reactions and 888 catalyst types from USPTO. Task: Predict which catalyst facilitates the given reaction. (1) Reactant: C(OC(=O)[NH:7][CH2:8][CH2:9][C:10]1[O:14][N:13]=[C:12]([CH:15]([CH3:17])[CH3:16])[N:11]=1)(C)(C)C.[ClH:19]. Product: [ClH:19].[CH:15]([C:12]1[N:11]=[C:10]([CH2:9][CH2:8][NH2:7])[O:14][N:13]=1)([CH3:17])[CH3:16]. The catalyst class is: 4. (2) Reactant: C(N(CC)CC)C.[F:8][C:9]1[C:14]([F:15])=[CH:13][CH:12]=[CH:11][C:10]=1[C@H:16]1[CH2:22][N:21]2[C:23]([CH2:26][C:27]([F:30])([F:29])[F:28])=[CH:24][N:25]=[C:20]2[C@H:19]([NH2:31])[CH2:18][CH2:17]1.Cl[C:33](OC1C=CC([N+]([O-])=O)=CC=1)=[O:34].[CH:45]1([C:48]2[CH:49]=[C:50]([CH:55]3[CH2:60][CH2:59][NH:58][CH2:57][CH2:56]3)[C:51](=[O:54])[NH:52][N:53]=2)[CH2:47][CH2:46]1.N1CCC(C2C(=O)NN=C(CCC)C=2)CC1.C(=O)([O-])[O-].[Na+].[Na+]. Product: [CH:45]1([C:48]2[CH:49]=[C:50]([CH:55]3[CH2:60][CH2:59][N:58]([C:33]([NH:31][C@@H:19]4[CH2:18][CH2:17][C@@H:16]([C:10]5[CH:11]=[CH:12][CH:13]=[C:14]([F:15])[C:9]=5[F:8])[CH2:22][N:21]5[C:23]([CH2:26][C:27]([F:30])([F:28])[F:29])=[CH:24][N:25]=[C:20]45)=[O:34])[CH2:57][CH2:56]3)[C:51](=[O:54])[NH:52][N:53]=2)[CH2:46][CH2:47]1. The catalyst class is: 4. (3) Reactant: [F:1][C:2]1[CH:3]=[C:4]([CH:16]2[CH2:21][CH2:20][O:19][CH2:18][CH2:17]2)[C:5]([O:8][CH:9]2[CH2:12][CH:11]([C:13](O)=[O:14])[CH2:10]2)=[N:6][CH:7]=1.CN([CH:25]=[O:26])C.[CH2:27]([N:29](CC)CC)C. Product: [CH3:25][O:26][N:29]([CH3:27])[C:13]([CH:11]1[CH2:10][CH:9]([O:8][C:5]2[C:4]([CH:16]3[CH2:17][CH2:18][O:19][CH2:20][CH2:21]3)=[CH:3][C:2]([F:1])=[CH:7][N:6]=2)[CH2:12]1)=[O:14]. The catalyst class is: 238. (4) Reactant: [C:1]([C:4]1[S:8][C:7]([N:9]2[CH2:13][CH2:12][N:11]([CH2:14][CH:15]3[CH2:17][CH2:16]3)[C:10]2=[O:18])=[N:6][C:5]=1[CH3:19])(=O)[CH3:2].COC(OC)[N:23]([CH3:25])C.O.[NH2:29]N. Product: [CH:15]1([CH2:14][N:11]2[CH2:12][CH2:13][N:9]([C:7]3[S:8][C:4]([C:1]4[CH:2]=[CH:25][NH:23][N:29]=4)=[C:5]([CH3:19])[N:6]=3)[C:10]2=[O:18])[CH2:17][CH2:16]1. The catalyst class is: 9. (5) Reactant: CC([O-])(C)C.[K+:6].C1OCCOCCOCCOCCOCCOC1.[C:25]([O:32][CH2:33][CH3:34])(=[O:31])[C:26]([O:28]CC)=O.[C:35](#[N:38])[CH2:36][CH3:37]. Product: [C:35](/[C:36](/[CH3:37])=[C:26](\[O-:28])/[C:25]([O:32][CH2:33][CH3:34])=[O:31])#[N:38].[K+:6]. The catalyst class is: 1. (6) Reactant: [NH2:1][C:2]1[CH:3]=[C:4]([CH:8]=[C:9]([OH:11])[CH:10]=1)[C:5]([OH:7])=[O:6].[I:12]N1C(=O)CCC1=O.S([O-])([O-])(=O)=S.[Na+].[Na+]. Product: [NH2:1][C:2]1[CH:3]=[C:4]([CH:8]=[C:9]([OH:11])[C:10]=1[I:12])[C:5]([OH:7])=[O:6]. The catalyst class is: 5.